Dataset: Tyrosyl-DNA phosphodiesterase HTS with 341,365 compounds. Task: Binary Classification. Given a drug SMILES string, predict its activity (active/inactive) in a high-throughput screening assay against a specified biological target. (1) The result is 0 (inactive). The drug is S(=O)(=O)(NC(CCSC)C(=O)NCCc1ncccc1)c1cc2OCCOc2cc1. (2) The compound is s1c(C(=O)N2C3CC(O)(CC2CC3)c2cccnc2)ccc1. The result is 0 (inactive). (3) The molecule is o1c2nc3c(cc2cc1C(=O)Nc1cc2OCOc2cc1)ccc(OC)c3. The result is 0 (inactive). (4) The molecule is O=C(NN1C(CCCC1C)C)Nc1c(cccc1C)C. The result is 0 (inactive). (5) The compound is S(=O)(=O)(c1nc(oc1N1CCOCC1)c1cc(OC)c(OC)c(OC)c1)c1ccc(cc1)C. The result is 0 (inactive). (6) The compound is Clc1c(N\N=c2\c(=O)c3c(c2=O)cccc3)cccc1. The result is 0 (inactive). (7) The drug is O1c2n(c(=O)n(c(=O)c2C(c2ccc(cc2)C)C(=C1N)C#N)C)C. The result is 0 (inactive). (8) The molecule is Clc1cc2c(n(CC(=O)Nc3c(cc(cc3C)C)C)c(=O)nc2c2ccccc2)cc1. The result is 0 (inactive).